This data is from Full USPTO retrosynthesis dataset with 1.9M reactions from patents (1976-2016). The task is: Predict the reactants needed to synthesize the given product. Given the product [CH2:1]([O:8][C:9]1[CH:14]=[CH:13][C:12]([C:15]2[N:19]=[N:18][N:17]([CH:22]([CH3:24])[CH3:23])[N:16]=2)=[CH:11][CH:10]=1)[C:2]1[CH:3]=[CH:4][CH:5]=[CH:6][CH:7]=1, predict the reactants needed to synthesize it. The reactants are: [CH2:1]([O:8][C:9]1[CH:14]=[CH:13][C:12]([C:15]2[N:16]=[N:17][NH:18][N:19]=2)=[CH:11][CH:10]=1)[C:2]1[CH:7]=[CH:6][CH:5]=[CH:4][CH:3]=1.[H-].[Na+].[CH:22](I)([CH3:24])[CH3:23].